This data is from Forward reaction prediction with 1.9M reactions from USPTO patents (1976-2016). The task is: Predict the product of the given reaction. (1) Given the reactants [CH3:1][CH:2]([CH3:44])[CH2:3][N:4]([C:26]([C:28]1[N:32]([CH2:33][CH2:34][C:35]2[N:39]=[CH:38][O:37][N:36]=2)[C:31]2[CH:40]=[CH:41][CH:42]=[CH:43][C:30]=2[N:29]=1)=[O:27])[C@H:5]1[CH2:10][C@@H:9]([C:11]([N:13]2[CH2:18][CH2:17][O:16][CH2:15][CH2:14]2)=[O:12])[CH2:8][N:7](C(OC(C)(C)C)=O)[CH2:6]1.C(OCC)(=O)C.[ClH:51], predict the reaction product. The product is: [ClH:51].[ClH:51].[CH3:1][CH:2]([CH3:44])[CH2:3][N:4]([C@H:5]1[CH2:10][C@@H:9]([C:11]([N:13]2[CH2:18][CH2:17][O:16][CH2:15][CH2:14]2)=[O:12])[CH2:8][NH:7][CH2:6]1)[C:26]([C:28]1[N:32]([CH2:33][CH2:34][C:35]2[N:39]=[CH:38][O:37][N:36]=2)[C:31]2[CH:40]=[CH:41][CH:42]=[CH:43][C:30]=2[N:29]=1)=[O:27]. (2) Given the reactants CC1(C)[NH:7][C:6]2[CH:8]=[C:9]([C:11]3[CH:12]=[N:13][NH:14][C:15]=3[CH3:16])[S:10][C:5]=2[C:4](=[O:17])[NH:3]1.Cl, predict the reaction product. The product is: [NH2:7][C:6]1[CH:8]=[C:9]([C:11]2[CH:12]=[N:13][NH:14][C:15]=2[CH3:16])[S:10][C:5]=1[C:4]([NH2:3])=[O:17]. (3) Given the reactants C([O-])([O-])=O.[K+].[K+].[OH:7][C:8]1[C:17]2[C:12](=[CH:13][CH:14]=[CH:15][CH:16]=2)[C:11]([CH2:18][C:19]([O:21][CH2:22][CH3:23])=[O:20])=[C:10]([N+:24]([O-:26])=[O:25])[CH:9]=1.[CH2:27](Br)[C:28]1[CH:33]=[CH:32][CH:31]=[CH:30][CH:29]=1, predict the reaction product. The product is: [CH2:27]([O:7][C:8]1[C:17]2[C:12](=[CH:13][CH:14]=[CH:15][CH:16]=2)[C:11]([CH2:18][C:19]([O:21][CH2:22][CH3:23])=[O:20])=[C:10]([N+:24]([O-:26])=[O:25])[CH:9]=1)[C:28]1[CH:33]=[CH:32][CH:31]=[CH:30][CH:29]=1. (4) Given the reactants [NH2:1][C:2]1[N:3]([CH2:27][C:28]2[CH:33]=[CH:32][CH:31]=[CH:30][C:29]=2[F:34])[N:4]=[C:5]2[C:10]=1[CH:9]=[CH:8][C:7]([C:11]1[CH:12]=[C:13]([CH:21]3[CH2:26][CH2:25][NH:24][CH2:23][CH2:22]3)[N:14]3[C:19]=1[C:18]([NH2:20])=[N:17][CH:16]=[N:15]3)=[CH:6]2.Cl[CH2:36][C:37]([N:39]([CH3:41])[CH3:40])=[O:38].CCN(C(C)C)C(C)C, predict the reaction product. The product is: [NH2:20][C:18]1[C:19]2=[C:11]([C:7]3[CH:8]=[CH:9][C:10]4[C:5]([CH:6]=3)=[N:4][N:3]([CH2:27][C:28]3[CH:33]=[CH:32][CH:31]=[CH:30][C:29]=3[F:34])[C:2]=4[NH2:1])[CH:12]=[C:13]([CH:21]3[CH2:26][CH2:25][N:24]([CH2:36][C:37]([N:39]([CH3:41])[CH3:40])=[O:38])[CH2:23][CH2:22]3)[N:14]2[N:15]=[CH:16][N:17]=1. (5) Given the reactants [O:1]=[C:2]([N:12]1[CH2:17][CH2:16][N:15]([C:18]2[CH:23]=[CH:22][C:21]([C:24]3[N:29]=[CH:28][CH:27]=[CH:26][N:25]=3)=[CH:20][CH:19]=2)[CH2:14][CH2:13]1)[CH2:3][N:4]1[CH2:8][CH2:7][CH:6]([C:9](O)=[O:10])[CH2:5]1.CN(C(O[N:38]1[N:46]=[N:45][C:40]2[CH:41]=[CH:42][CH:43]=[N:44][C:39]1=2)=[N+](C)C)C.F[P-](F)(F)(F)(F)F, predict the reaction product. The product is: [NH:4]1[CH:5]=[C:39]([C:40]2[C:41]3[C:7](=[CH:6][CH:9]=[C:43]([NH:44][C:9]([CH:6]4[CH2:7][CH2:8][N:4]([CH2:3][C:2](=[O:1])[N:12]5[CH2:17][CH2:16][N:15]([C:18]6[CH:19]=[CH:20][C:21]([C:24]7[N:25]=[CH:26][CH:27]=[CH:28][N:29]=7)=[CH:22][CH:23]=6)[CH2:14][CH2:13]5)[CH2:5]4)=[O:10])[CH:42]=3)[NH:46][N:45]=2)[N:38]=[CH:3]1.